The task is: Predict the product of the given reaction.. This data is from Forward reaction prediction with 1.9M reactions from USPTO patents (1976-2016). Given the reactants [O:1]1[C:5]2[CH:6]=[CH:7][CH:8]=[CH:9][C:4]=2[C:3]([CH2:10][C:11]([OH:13])=O)=[N:2]1.C(N=C=NCCCN(C)C)C.[CH3:25][S:26]([NH2:29])(=[O:28])=[O:27], predict the reaction product. The product is: [O:1]1[C:5]2[CH:6]=[CH:7][CH:8]=[CH:9][C:4]=2[C:3]([CH2:10][C:11]([NH:29][S:26]([CH3:25])(=[O:28])=[O:27])=[O:13])=[N:2]1.